This data is from Full USPTO retrosynthesis dataset with 1.9M reactions from patents (1976-2016). The task is: Predict the reactants needed to synthesize the given product. (1) The reactants are: [N:1]12[CH2:8][CH2:7]C([CH2:5][CH2:6]1)[CH2:3][CH:2]2[C:9](O)=O.S(Cl)(Cl)=O.[CH3:16]N(C)C=O. Given the product [CH2:8]([N:1]([CH:2]([CH3:3])[CH3:9])[CH:6]([CH3:5])[CH3:16])[CH3:7], predict the reactants needed to synthesize it. (2) Given the product [OH:11][C@@H:10]1[CH2:9][CH2:8][N:7]([C:29](=[O:31])[C:28]2[CH:32]=[CH:33][C:25]([O:24][CH3:23])=[C:26]([S:34][C:35]([F:38])([F:37])[F:36])[CH:27]=2)[C@@H:6]1[C:4]([NH:47][OH:46])=[O:5], predict the reactants needed to synthesize it. The reactants are: Cl.CO[C:4]([C@@H:6]1[C@H:10]([O:11]C(=O)C2C=CC([N+]([O-])=O)=CC=2)[CH2:9][CH2:8][NH:7]1)=[O:5].[CH3:23][O:24][C:25]1[CH:33]=[CH:32][C:28]([C:29]([OH:31])=O)=[CH:27][C:26]=1[S:34][C:35]([F:38])([F:37])[F:36].CN(C([O:46][N:47]1N=NC2C=CC=NC1=2)=[N+](C)C)C.F[P-](F)(F)(F)(F)F.CCN(C(C)C)C(C)C.